From a dataset of Full USPTO retrosynthesis dataset with 1.9M reactions from patents (1976-2016). Predict the reactants needed to synthesize the given product. (1) The reactants are: [O:1]1[C:5]2=[N:6][C:7]3[C:12]([C:13]([NH:14][C:15]4[CH:20]=[CH:19][C:18](/[C:21](=N/O)/[CH3:22])=[CH:17][CH:16]=4)=[C:4]2[CH:3]=[CH:2]1)=[CH:11][CH:10]=[CH:9][CH:8]=3.C[O:26]/N=C(/C1C=CC(NC2C3C(=CC=CC=3)N=C3OC=CC=23)=CC=1)\C.COC1C=C(NS(C)(=O)=O)C=CC=1NC1C2C=CC=CC=2N=C2C=CC=CC=12. Given the product [O:1]1[C:5]2=[N:6][C:7]3[C:12]([C:13]([NH:14][C:15]4[CH:20]=[CH:19][C:18]([C:21](=[O:26])[CH3:22])=[CH:17][CH:16]=4)=[C:4]2[CH:3]=[CH:2]1)=[CH:11][CH:10]=[CH:9][CH:8]=3, predict the reactants needed to synthesize it. (2) Given the product [CH3:9][C:10]1[CH:15]=[CH:14][CH:13]=[C:12]([CH3:16])[C:11]=1[C:5]1[N:6]=[CH:7][C:2]([NH2:1])=[N:3][CH:4]=1, predict the reactants needed to synthesize it. The reactants are: [NH2:1][C:2]1[CH:7]=[N:6][C:5](Br)=[CH:4][N:3]=1.[CH3:9][C:10]1[CH:15]=[CH:14][CH:13]=[C:12]([CH3:16])[C:11]=1B(O)O.P([O-])([O-])([O-])=O.[K+].[K+].[K+].C1(P(C2CCCCC2)C2CCCCC2)CCCCC1. (3) Given the product [CH:1]1([N:6]2[C:15]3[N:14]=[C:13]([NH:16][C:17]4[CH:18]=[CH:19][C:20]([C:26]([NH:28][CH2:29][CH:30]5[O:35][CH2:34][CH2:33][N:32]([CH3:42])[CH2:31]5)=[O:27])=[C:21]5[C:25]=4[O:24][CH2:23][CH2:22]5)[N:12]=[CH:11][C:10]=3[N:9]([CH3:36])[C:8](=[O:37])[C@H:7]2[CH2:38][CH3:39])[CH2:2][CH2:3][CH2:4][CH2:5]1, predict the reactants needed to synthesize it. The reactants are: [CH:1]1([N:6]2[C:15]3[N:14]=[C:13]([NH:16][C:17]4[CH:18]=[CH:19][C:20]([C:26]([NH:28][CH2:29][CH:30]5[O:35][CH2:34][CH2:33][NH:32][CH2:31]5)=[O:27])=[C:21]5[C:25]=4[O:24][CH2:23][CH2:22]5)[N:12]=[CH:11][C:10]=3[N:9]([CH3:36])[C:8](=[O:37])[C@H:7]2[CH2:38][CH3:39])[CH2:5][CH2:4][CH2:3][CH2:2]1.C=O.[C:42](O[BH-](OC(=O)C)OC(=O)C)(=O)C.[Na+].C(=O)(O)[O-].[Na+]. (4) Given the product [NH2:1][CH:4]([C:27]1[O:28][CH:29]=[CH:30][N:31]=1)[CH2:5][S:6][C:7]1[N:8]=[C:9]([O:25][CH3:26])[C:10]([NH:13][S:14]([C:17]2[CH:22]=[CH:21][CH:20]=[C:19]([Cl:23])[C:18]=2[Cl:24])(=[O:16])=[O:15])=[N:11][CH:12]=1, predict the reactants needed to synthesize it. The reactants are: [N:1]([CH:4]([C:27]1[O:28][CH:29]=[CH:30][N:31]=1)[CH2:5][S:6][C:7]1[N:8]=[C:9]([O:25][CH3:26])[C:10]([NH:13][S:14]([C:17]2[CH:22]=[CH:21][CH:20]=[C:19]([Cl:23])[C:18]=2[Cl:24])(=[O:16])=[O:15])=[N:11][CH:12]=1)=[N+]=[N-].C1(P(C2C=CC=CC=2)C2C=CC=CC=2)C=CC=CC=1.CO.[OH-].[Na+]. (5) Given the product [CH3:17][C:15]1[CH:14]=[CH:13][CH:12]=[C:11]2[C:16]=1[C:8]([CH2:7][C:5]1[S:6][C:2]([C:42]3[S:41][CH:45]=[CH:44][CH:43]=3)=[CH:3][CH:4]=1)=[CH:9][N:10]2[C@@H:18]1[O:35][C@H:34]([CH2:36][O:37][C:38](=[O:40])[CH3:39])[C@@H:29]([O:30][C:31](=[O:33])[CH3:32])[C@H:24]([O:25][C:26](=[O:28])[CH3:27])[C@H:19]1[O:20][C:21](=[O:23])[CH3:22], predict the reactants needed to synthesize it. The reactants are: Br[C:2]1[S:6][C:5]([CH2:7][C:8]2[C:16]3[C:11](=[CH:12][CH:13]=[CH:14][C:15]=3[CH3:17])[N:10]([C@@H:18]3[O:35][C@H:34]([CH2:36][O:37][C:38](=[O:40])[CH3:39])[C@@H:29]([O:30][C:31](=[O:33])[CH3:32])[C@H:24]([O:25][C:26](=[O:28])[CH3:27])[C@H:19]3[O:20][C:21](=[O:23])[CH3:22])[CH:9]=2)=[CH:4][CH:3]=1.[S:41]1[CH:45]=[CH:44][CH:43]=[C:42]1B(O)O.[F-].[Cs+].